From a dataset of Full USPTO retrosynthesis dataset with 1.9M reactions from patents (1976-2016). Predict the reactants needed to synthesize the given product. (1) Given the product [N:26]1[C:27]([CH:35]([NH:36][C:37]2[CH:42]=[CH:41][CH:40]=[C:39]([O:43][CH3:44])[CH:38]=2)[C:8]([C:10]2[C:18]3[C:13](=[CH:14][CH:15]=[CH:16][CH:17]=3)[NH:12][CH:11]=2)=[O:9])=[CH:28][N:29]2[CH:34]=[CH:33][CH:32]=[CH:31][C:30]=12, predict the reactants needed to synthesize it. The reactants are: C(N(CC)CC)C.[CH:8]([C:10]1[C:18]2[C:13](=[CH:14][CH:15]=[CH:16][CH:17]=2)[N:12](C(OC(C)(C)C)=O)[CH:11]=1)=[O:9].[N:26]1[C:27]([CH:35]=[N:36][C:37]2[CH:42]=[CH:41][CH:40]=[C:39]([O:43][CH3:44])[CH:38]=2)=[CH:28][N:29]2[CH:34]=[CH:33][CH:32]=[CH:31][C:30]=12. (2) Given the product [NH2:1][C:2]1[N:7]=[C:6]([N:8]2[CH2:12][CH2:11][CH:10]([NH:13][C:14](=[O:20])[O:15][C:16]([CH3:17])([CH3:19])[CH3:18])[CH2:9]2)[CH:5]=[C:4]([CH2:21][CH2:22][C:23]2[CH:24]=[CH:25][CH:26]=[CH:27][CH:28]=2)[N:3]=1, predict the reactants needed to synthesize it. The reactants are: [NH2:1][C:2]1[N:7]=[C:6]([N:8]2[CH2:12][CH2:11][CH:10]([NH:13][C:14](=[O:20])[O:15][C:16]([CH3:19])([CH3:18])[CH3:17])[CH2:9]2)[CH:5]=[C:4](/[CH:21]=[CH:22]/[C:23]2[CH:28]=[CH:27][CH:26]=[CH:25][CH:24]=2)[N:3]=1. (3) Given the product [Cl:22][C:16]1[CH:17]=[C:18]([Cl:21])[CH:19]=[CH:20][C:15]=1[C:13]1[N:14]=[C:10](/[CH:9]=[CH:8]/[C:5]2[CH:6]=[CH:7][C:2]([C:30]3[CH:31]=[CH:32][C:27]([OH:26])=[CH:28][CH:29]=3)=[CH:3][C:4]=2[F:25])[N:11]([CH2:23][CH3:24])[CH:12]=1, predict the reactants needed to synthesize it. The reactants are: Br[C:2]1[CH:7]=[CH:6][C:5](/[CH:8]=[CH:9]/[C:10]2[N:11]([CH2:23][CH3:24])[CH:12]=[C:13]([C:15]3[CH:20]=[CH:19][C:18]([Cl:21])=[CH:17][C:16]=3[Cl:22])[N:14]=2)=[C:4]([F:25])[CH:3]=1.[OH:26][C:27]1[CH:32]=[CH:31][C:30](B(O)O)=[CH:29][CH:28]=1. (4) Given the product [F:33][C:34]1[CH:39]=[CH:38][C:37]([O:40][C:41]2[CH:48]=[CH:47][C:44]([CH2:45][NH:46][C:4](=[O:6])[C:3]3[CH:7]=[CH:8][C:9]([NH2:11])=[N:10][C:2]=3[NH2:1])=[CH:43][CH:42]=2)=[CH:36][CH:35]=1, predict the reactants needed to synthesize it. The reactants are: [NH2:1][C:2]1[N:10]=[C:9]([NH2:11])[CH:8]=[CH:7][C:3]=1[C:4]([OH:6])=O.ON1C2C=CC=CC=2N=N1.CCN=C=NCCCN(C)C.[F:33][C:34]1[CH:39]=[CH:38][C:37]([O:40][C:41]2[CH:48]=[CH:47][C:44]([CH2:45][NH2:46])=[CH:43][CH:42]=2)=[CH:36][CH:35]=1.C(=O)(O)[O-].[Na+]. (5) Given the product [CH3:14][O:15][C:16](=[O:30])[CH2:17][C:18]1[C:19](=[O:29])[NH:20][C:21]2[C:26]([CH:27]=1)=[CH:25][CH:24]=[C:23]([O:28][CH2:11][CH2:10][CH2:9][CH2:8][NH:7][C:6]([O:5][C:1]([CH3:4])([CH3:3])[CH3:2])=[O:13])[CH:22]=2, predict the reactants needed to synthesize it. The reactants are: [C:1]([O:5][C:6](=[O:13])[NH:7][CH2:8][CH2:9][CH2:10][CH2:11]Br)([CH3:4])([CH3:3])[CH3:2].[CH3:14][O:15][C:16](=[O:30])[CH2:17][C:18]1[C:19](=[O:29])[NH:20][C:21]2[C:26]([CH:27]=1)=[CH:25][CH:24]=[C:23]([OH:28])[CH:22]=2. (6) Given the product [CH3:1][N:2]1[CH2:7][CH2:6][N:5]([C:8]([O:10][C@@H:11]2[N:20]([C:21]3[CH:22]=[CH:23][C:24]([Cl:27])=[CH:25][N:26]=3)[C:18](=[O:19])[C:13]3[N:14]=[CH:15][CH:16]=[N:17][C:12]2=3)=[O:9])[CH2:4][CH2:3]1.[C:33]([O-:45])(=[O:44])[CH2:34][C:35]([CH2:40][C:41]([O-:43])=[O:42])([C:37]([O-:39])=[O:38])[OH:36], predict the reactants needed to synthesize it. The reactants are: [CH3:1][N:2]1[CH2:7][CH2:6][N:5]([C:8]([O:10][C@@H:11]2[N:20]([C:21]3[CH:22]=[CH:23][C:24]([Cl:27])=[CH:25][N:26]=3)[C:18](=[O:19])[C:13]3[N:14]=[CH:15][CH:16]=[N:17][C:12]2=3)=[O:9])[CH2:4][CH2:3]1.O1CCCC1.[C:33]([OH:45])(=[O:44])[CH2:34][C:35]([CH2:40][C:41]([OH:43])=[O:42])([C:37]([OH:39])=[O:38])[OH:36].CN1CCN(C(OC2N(C3C=CC(Cl)=CN=3)C(=O)C3N=CC=NC2=3)=O)CC1. (7) Given the product [C:28]1([N:38]([C:2]2[CH:15]=[CH:14][C:13]3[C:4](=[C:5]([C:22]4[CH:27]=[CH:26][CH:25]=[CH:24][CH:23]=4)[C:6]4[C:11]([C:12]=3[C:16]3[CH:21]=[CH:20][CH:19]=[CH:18][CH:17]=3)=[CH:10][CH:9]=[CH:8][CH:7]=4)[CH:3]=2)[C:39]2[CH:40]=[CH:41][C:42]3[N:43]([C:52]4[CH:53]=[CH:54][CH:55]=[CH:56][CH:57]=4)[C:44]4[C:49]([C:50]=3[CH:51]=2)=[CH:48][CH:47]=[CH:46][CH:45]=4)[C:37]2[C:32](=[CH:33][CH:34]=[CH:35][CH:36]=2)[CH:31]=[CH:30][CH:29]=1, predict the reactants needed to synthesize it. The reactants are: Br[C:2]1[CH:15]=[CH:14][C:13]2[C:4](=[C:5]([C:22]3[CH:27]=[CH:26][CH:25]=[CH:24][CH:23]=3)[C:6]3[C:11]([C:12]=2[C:16]2[CH:21]=[CH:20][CH:19]=[CH:18][CH:17]=2)=[CH:10][CH:9]=[CH:8][CH:7]=3)[CH:3]=1.[C:28]1([NH:38][C:39]2[CH:40]=[CH:41][C:42]3[N:43]([C:52]4[CH:57]=[CH:56][CH:55]=[CH:54][CH:53]=4)[C:44]4[C:49]([C:50]=3[CH:51]=2)=[CH:48][CH:47]=[CH:46][CH:45]=4)[C:37]2[C:32](=[CH:33][CH:34]=[CH:35][CH:36]=2)[CH:31]=[CH:30][CH:29]=1.CC(C)([O-])C.[Na+].C(P(C(C)(C)C)C(C)(C)C)(C)(C)C. (8) Given the product [CH3:1][O:2][C:3]1[CH:15]=[CH:14][C:13]2[C:12]3[C:7](=[CH:8][CH:9]=[CH:10][CH:11]=3)[N:6]([C:17]3[CH:22]=[CH:21][CH:20]=[CH:19][N:18]=3)[C:5]=2[CH:4]=1, predict the reactants needed to synthesize it. The reactants are: [CH3:1][O:2][C:3]1[CH:15]=[CH:14][C:13]2[C:12]3[C:7](=[CH:8][CH:9]=[CH:10][CH:11]=3)[NH:6][C:5]=2[CH:4]=1.I[C:17]1[CH:22]=[CH:21][CH:20]=[CH:19][N:18]=1.CC(C)([O-])C.[Na+].